From a dataset of Reaction yield outcomes from USPTO patents with 853,638 reactions. Predict the reaction yield, written as a fraction of the theoretical maximum amount of product (1.0 means a 100% yield; for example, 0.34 means a 34% yield). (1) The product is [Br:1][C:11]1[C:10]([CH3:9])=[CH:15][C:14]([CH3:16])=[CH:13][C:12]=1[OH:17]. The yield is 0.310. The catalyst is C1(C)C=CC=CC=1. The reactants are [Br:1]N1C(=O)CCC1=O.[CH3:9][C:10]1[CH:11]=[C:12]([OH:17])[CH:13]=[C:14]([CH3:16])[CH:15]=1. (2) The reactants are [F:1][C:2]1[CH:3]=[C:4]([CH:6]=[CH:7][CH:8]=1)[NH2:5].C(N(C(C)C)C(C)C)C.[C:18]1(=[CH:22][C:23](Cl)=[O:24])[CH2:21][CH2:20][CH2:19]1. The catalyst is ClCCl. The product is [C:18]1(=[CH:22][C:23]([NH:5][C:4]2[CH:6]=[CH:7][CH:8]=[C:2]([F:1])[CH:3]=2)=[O:24])[CH2:21][CH2:20][CH2:19]1. The yield is 0.770. (3) The reactants are C([NH:4][C:5]1[NH:6][C:7](=[O:41])[C:8]2[N:9]=[CH:10][N:11]([C@H:14]3[C@H:18]([O:19]C(=O)C4C=CC=CC=4)[C@H:17]([F:28])[C@@:16]([N:38]=[N+:39]=[N-:40])(CC(=O)C4C=CC=CC=4)[O:15]3)[C:12]=2[N:13]=1)(=O)C.N.[CH3:43][OH:44]. No catalyst specified. The product is [NH2:4][C:5]1[NH:6][C:7](=[O:41])[C:8]2[N:9]=[CH:10][N:11]([C@H:14]3[C@H:18]([OH:19])[C@H:17]([F:28])[C@@:16]([N:38]=[N+:39]=[N-:40])([CH2:43][OH:44])[O:15]3)[C:12]=2[N:13]=1. The yield is 0.220. (4) The reactants are [Cl:1][C:2]1[N:7]=[C:6]([C:8]2[C:9]([C:17]3[CH:18]=[CH:19][C:20]([O:30][CH3:31])=[C:21]([NH:23][C:24](=[O:29])C(F)(F)F)[CH:22]=3)=[N:10][N:11]3[CH:16]=[CH:15][CH:14]=[CH:13][C:12]=23)[CH:5]=[CH:4][N:3]=1.[Li+].[OH-].[F:34][C:35]1[CH:43]=[CH:42][CH:41]=[C:40]([F:44])[C:36]=1C(Cl)=O.C(O)C(N)(CO)CO. The catalyst is CN(C=O)C.O.C1COCC1. The product is [Cl:1][C:2]1[N:7]=[C:6]([C:8]2[C:9]([C:17]3[CH:18]=[CH:19][C:20]([O:30][CH3:31])=[C:21]([NH:23][C:24](=[O:29])[C:36]4[C:35]([F:34])=[CH:43][CH:42]=[CH:41][C:40]=4[F:44])[CH:22]=3)=[N:10][N:11]3[CH:16]=[CH:15][CH:14]=[CH:13][C:12]=23)[CH:5]=[CH:4][N:3]=1. The yield is 0.790. (5) The reactants are [CH3:1][O:2][C:3]1[CH:8]=[C:7]([O:9][CH3:10])[N:6]=[C:5]([CH2:11][C:12](=O)[CH3:13])[N:4]=1.[CH3:15][O:16][CH2:17][C:18]1[CH:23]=[CH:22][CH:21]=[CH:20][C:19]=1[NH:24]N.C1(C)C=CC=CC=1.O. The catalyst is [Cl-].[Zn+2].[Cl-].C(OCC)(=O)C. The product is [CH3:1][O:2][C:3]1[CH:8]=[C:7]([O:9][CH3:10])[N:6]=[C:5]([C:11]2[C:20]3[C:19](=[C:18]([CH2:17][O:16][CH3:15])[CH:23]=[CH:22][CH:21]=3)[NH:24][C:12]=2[CH3:13])[N:4]=1. The yield is 0.460. (6) The reactants are [CH2:1]([N:3]1[C:7]2[N:8]=[C:9]([C:18]3[CH:23]=[CH:22][C:21]([NH:24][C:25]([NH:27][C:28]4[CH:29]=[CH:30][C:31]([C:34]([OH:36])=O)=[N:32][CH:33]=4)=[O:26])=[CH:20][CH:19]=3)[N:10]=[C:11]([N:12]3[CH2:17][CH2:16][O:15][CH2:14][CH2:13]3)[C:6]=2[N:5]=[N:4]1)[CH3:2].[CH3:37][N:38]1[CH2:43][CH2:42][NH:41][CH2:40][CH2:39]1.CCN(CC)CC.C1C=CC2N(O)N=NC=2C=1.CCN=C=NCCCN(C)C. The catalyst is CN(C=O)C. The product is [CH3:37][N:38]([CH3:43])[CH2:39][CH2:40][N:41]([CH3:42])[C:34]([C:31]1[CH:30]=[CH:29][C:28]([NH:27][C:25](=[O:26])[NH:24][C:21]2[CH:20]=[CH:19][C:18]([C:9]3[N:10]=[C:11]([N:12]4[CH2:13][CH2:14][O:15][CH2:16][CH2:17]4)[C:6]4[N:5]=[N:4][N:3]([CH2:1][CH3:2])[C:7]=4[N:8]=3)=[CH:23][CH:22]=2)=[CH:33][N:32]=1)=[O:36]. The yield is 0.340. (7) The reactants are C([O:3][C:4](=[O:31])[CH:5]([C:7]1[CH:12]=[CH:11][C:10]([NH:13][C:14]([C:16]2[NH:17][C:18]([C:21]#[N:22])=[CH:19][N:20]=2)=[O:15])=[C:9]([C:23]2[CH2:28][CH2:27][C:26]([CH3:30])([CH3:29])[CH2:25][CH:24]=2)[CH:8]=1)[OH:6])C.[OH-].[K+].C(O)(C(F)(F)F)=O. The catalyst is CCO. The product is [C:21]([C:18]1[NH:17][C:16]([C:14]([NH:13][C:10]2[CH:11]=[CH:12][C:7]([CH:5]([OH:6])[C:4]([OH:31])=[O:3])=[CH:8][C:9]=2[C:23]2[CH2:28][CH2:27][C:26]([CH3:30])([CH3:29])[CH2:25][CH:24]=2)=[O:15])=[N:20][CH:19]=1)#[N:22]. The yield is 0.710. (8) The reactants are [N+:1]([C:4]1[C:5]([C:9]([OH:11])=[O:10])=[N:6][NH:7][CH:8]=1)([O-:3])=[O:2].S(Cl)(Cl)=O.[CH3:16]O. No catalyst specified. The product is [CH3:16][O:10][C:9]([C:5]1[C:4]([N+:1]([O-:3])=[O:2])=[CH:8][NH:7][N:6]=1)=[O:11]. The yield is 0.995.